From a dataset of NCI-60 drug combinations with 297,098 pairs across 59 cell lines. Regression. Given two drug SMILES strings and cell line genomic features, predict the synergy score measuring deviation from expected non-interaction effect. (1) Drug 1: CN1CCC(CC1)COC2=C(C=C3C(=C2)N=CN=C3NC4=C(C=C(C=C4)Br)F)OC. Drug 2: CN1C2=C(C=C(C=C2)N(CCCl)CCCl)N=C1CCCC(=O)O.Cl. Cell line: NCI-H522. Synergy scores: CSS=25.0, Synergy_ZIP=-7.21, Synergy_Bliss=-1.66, Synergy_Loewe=-1.23, Synergy_HSA=0.135. (2) Drug 1: C1C(C(OC1N2C=NC3=C(N=C(N=C32)Cl)N)CO)O. Drug 2: C1=CN(C=N1)CC(O)(P(=O)(O)O)P(=O)(O)O. Cell line: A498. Synergy scores: CSS=19.9, Synergy_ZIP=-6.03, Synergy_Bliss=0.938, Synergy_Loewe=-9.97, Synergy_HSA=-0.0946. (3) Drug 1: C1=C(C(=O)NC(=O)N1)F. Drug 2: C1=CC(=CC=C1C#N)C(C2=CC=C(C=C2)C#N)N3C=NC=N3. Cell line: NCI-H226. Synergy scores: CSS=25.0, Synergy_ZIP=5.05, Synergy_Bliss=8.95, Synergy_Loewe=9.31, Synergy_HSA=10.1. (4) Drug 1: C1=NC2=C(N1)C(=S)N=CN2. Drug 2: C1CN(CCN1C(=O)CCBr)C(=O)CCBr. Cell line: CCRF-CEM. Synergy scores: CSS=74.1, Synergy_ZIP=-0.495, Synergy_Bliss=0.648, Synergy_Loewe=-1.41, Synergy_HSA=2.85. (5) Drug 1: COC1=C2C(=CC3=C1OC=C3)C=CC(=O)O2. Drug 2: C1CCC(C(C1)N)N.C(=O)(C(=O)[O-])[O-].[Pt+4]. Cell line: A498. Synergy scores: CSS=9.99, Synergy_ZIP=-10.6, Synergy_Bliss=-17.1, Synergy_Loewe=-18.8, Synergy_HSA=-17.1. (6) Drug 1: C1=CN(C=N1)CC(O)(P(=O)(O)O)P(=O)(O)O. Drug 2: N.N.Cl[Pt+2]Cl. Cell line: SR. Synergy scores: CSS=48.1, Synergy_ZIP=-0.431, Synergy_Bliss=0.394, Synergy_Loewe=-4.94, Synergy_HSA=1.54. (7) Drug 1: CCC1(CC2CC(C3=C(CCN(C2)C1)C4=CC=CC=C4N3)(C5=C(C=C6C(=C5)C78CCN9C7C(C=CC9)(C(C(C8N6C)(C(=O)OC)O)OC(=O)C)CC)OC)C(=O)OC)O.OS(=O)(=O)O. Drug 2: CC1C(C(CC(O1)OC2CC(CC3=C2C(=C4C(=C3O)C(=O)C5=CC=CC=C5C4=O)O)(C(=O)C)O)N)O. Cell line: OVCAR-4. Synergy scores: CSS=30.0, Synergy_ZIP=-5.12, Synergy_Bliss=-2.14, Synergy_Loewe=-8.11, Synergy_HSA=2.16. (8) Cell line: NCI-H322M. Synergy scores: CSS=0.188, Synergy_ZIP=-0.0531, Synergy_Bliss=-0.979, Synergy_Loewe=-1.76, Synergy_HSA=-2.38. Drug 1: C1=CC=C(C(=C1)C(C2=CC=C(C=C2)Cl)C(Cl)Cl)Cl. Drug 2: CC12CCC3C(C1CCC2O)C(CC4=C3C=CC(=C4)O)CCCCCCCCCS(=O)CCCC(C(F)(F)F)(F)F. (9) Drug 1: CC1=C2C(C(=O)C3(C(CC4C(C3C(C(C2(C)C)(CC1OC(=O)C(C(C5=CC=CC=C5)NC(=O)C6=CC=CC=C6)O)O)OC(=O)C7=CC=CC=C7)(CO4)OC(=O)C)O)C)OC(=O)C. Drug 2: C1=NNC2=C1C(=O)NC=N2. Cell line: HL-60(TB). Synergy scores: CSS=64.8, Synergy_ZIP=-5.70, Synergy_Bliss=-6.74, Synergy_Loewe=-47.5, Synergy_HSA=-6.62.